The task is: Predict the product of the given reaction.. This data is from Forward reaction prediction with 1.9M reactions from USPTO patents (1976-2016). Given the reactants [CH3:1][C:2]1[CH:22]=[CH:21][C:5]([C:6]([N:8]=[C:9]2[NH:13][C:12]3[CH:14]=[CH:15][C:16]([C:18](O)=[O:19])=[CH:17][C:11]=3[S:10]2)=[O:7])=[CH:4][CH:3]=1.Cl.CN.F[P-](F)(F)(F)(F)F.[N:33]1(O[P+](N(C)C)(N(C)C)N(C)C)[C:37]2C=CC=CC=2N=N1.C(N(C(C)C)CC)(C)C, predict the reaction product. The product is: [CH3:37][NH:33][C:18]([C:16]1[CH:15]=[CH:14][C:12]2[N:13]=[C:9]([NH:8][C:6](=[O:7])[C:5]3[CH:4]=[CH:3][C:2]([CH3:1])=[CH:22][CH:21]=3)[S:10][C:11]=2[CH:17]=1)=[O:19].